From a dataset of Forward reaction prediction with 1.9M reactions from USPTO patents (1976-2016). Predict the product of the given reaction. (1) Given the reactants [S:1]1[CH:5]=[CH:4][CH:3]=[C:2]1[CH2:6][NH2:7].[S:8]1[CH2:14][C:12](=[O:13])[NH:11][C:9]1=S.CCN(C(C)C)C(C)C, predict the reaction product. The product is: [S:1]1[CH:5]=[CH:4][CH:3]=[C:2]1[CH2:6][NH:7][C:9]1[S:8][CH2:14][C:12](=[O:13])[N:11]=1. (2) Given the reactants [C:1]([OH:12])(=O)/[CH:2]=[CH:3]/[CH2:4][CH2:5][CH2:6][CH2:7][CH2:8][CH2:9][CH3:10].[CH2:13]([SH:23])[CH2:14][CH2:15][CH2:16][CH2:17][CH2:18][CH2:19][CH2:20][CH2:21][CH3:22], predict the reaction product. The product is: [C:1](=[O:12])([S:23][CH2:13][CH2:14][CH2:15][CH2:16][CH2:17][CH2:18][CH2:19][CH2:20][CH2:21][CH3:22])/[CH:2]=[CH:3]/[CH2:4][CH2:5][CH2:6][CH2:7][CH2:8][CH2:9][CH3:10]. (3) Given the reactants Cl[C:2]1[C:3]2[C:4](=[CH:18][N:19](CC3C=CC(OC)=CC=3)[N:20]=2)[N:5]=[C:6]([C:8]2[CH:13]=[CH:12][C:11]([O:14][CH3:15])=[C:10]([O:16][CH3:17])[CH:9]=2)[N:7]=1.[NH2:30][C:31]1[CH:41]=[CH:40][C:34]2[O:35][CH2:36][C:37](=[O:39])[NH:38][C:33]=2[CH:32]=1.Cl, predict the reaction product. The product is: [CH3:17][O:16][C:10]1[CH:9]=[C:8]([C:6]2[N:7]=[C:2]([NH:30][C:31]3[CH:41]=[CH:40][C:34]4[O:35][CH2:36][C:37](=[O:39])[NH:38][C:33]=4[CH:32]=3)[C:3]3[NH:20][N:19]=[CH:18][C:4]=3[N:5]=2)[CH:13]=[CH:12][C:11]=1[O:14][CH3:15]. (4) The product is: [CH2:1]([O:3][C:4]([C:6]1([NH:15][C:16]([C:18]2[C:23]([N:31]3[CH2:36][CH2:35][CH2:34][CH2:33][CH2:32]3)=[CH:22][CH:21]=[CH:20][N:19]=2)=[O:17])[CH2:14][C:13]2[C:8](=[CH:9][CH:10]=[CH:11][CH:12]=2)[CH2:7]1)=[O:5])[CH3:2]. Given the reactants [CH2:1]([O:3][C:4]([C:6]1([NH:15][C:16]([C:18]2[C:23](F)=[CH:22][CH:21]=[CH:20][N:19]=2)=[O:17])[CH2:14][C:13]2[C:8](=[CH:9][CH:10]=[CH:11][CH:12]=2)[CH2:7]1)=[O:5])[CH3:2].O1CCOCC1.[NH:31]1[CH2:36][CH2:35][CH2:34][CH2:33][CH2:32]1, predict the reaction product. (5) Given the reactants C(#N)CC.[OH:5][CH2:6][CH2:7]C#N.[OH:10][CH2:11][CH:12]([C:15]1[CH:20]=[CH:19][C:18]([Cl:21])=[CH:17][CH:16]=1)[C:13]#[N:14], predict the reaction product. The product is: [C:6]([O:10][CH2:11][CH:12]([C:15]1[CH:16]=[CH:17][C:18]([Cl:21])=[CH:19][CH:20]=1)[C:13]#[N:14])(=[O:5])[CH3:7]. (6) Given the reactants [CH2:1]([O:3][C:4]1[CH:5]=[C:6]([CH:12]([N:17]2[C:21](=[O:22])[C:20]3=[CH:23][C:24]([OH:27])=[CH:25][CH:26]=[C:19]3[C:18]2=[O:28])[CH2:13][C:14](O)=[O:15])[CH:7]=[CH:8][C:9]=1[O:10][CH3:11])[CH3:2].C(N1C=CN=C1)(N1C=CN=C1)=O.Cl.[NH2:42][OH:43], predict the reaction product. The product is: [CH2:1]([O:3][C:4]1[CH:5]=[C:6]([CH:12]([N:17]2[C:21](=[O:22])[C:20]3=[CH:23][C:24]([OH:27])=[CH:25][CH:26]=[C:19]3[C:18]2=[O:28])[CH2:13][C:14]([NH:42][OH:43])=[O:15])[CH:7]=[CH:8][C:9]=1[O:10][CH3:11])[CH3:2].